From a dataset of Forward reaction prediction with 1.9M reactions from USPTO patents (1976-2016). Predict the product of the given reaction. (1) Given the reactants CN(CC1N(C[C@@H]2CCCNC2)C2C=CC=CC=2N=1)[C@H]1C2N=CC=CC=2CCC1.[CH3:30][N:31]([CH2:42][C:43]1[N:47]([CH2:48][C@H:49]2[CH2:54][CH2:53][CH2:52][N:51]([CH3:55])[CH2:50]2)[C:46]2[CH:56]=[CH:57][CH:58]=[CH:59][C:45]=2[N:44]=1)[C@@H:32]1[C:41]2[N:40]=[CH:39][CH:38]=[CH:37][C:36]=2[CH2:35][CH2:34][CH2:33]1, predict the reaction product. The product is: [CH3:30][N:31]([CH2:42][C:43]1[N:47]([CH2:48][C@@H:49]2[CH2:54][CH2:53][CH2:52][N:51]([CH3:55])[CH2:50]2)[C:46]2[CH:56]=[CH:57][CH:58]=[CH:59][C:45]=2[N:44]=1)[C@H:32]1[C:41]2[N:40]=[CH:39][CH:38]=[CH:37][C:36]=2[CH2:35][CH2:34][CH2:33]1. (2) Given the reactants [CH3:1][S:2]([C:5]1[CH:6]=[C:7]2[CH:13]=[C:12]([C:14]3[N:19]=[CH:18][CH:17]=[CH:16][N:15]=3)[NH:11][C:8]2=[N:9][CH:10]=1)(=[O:4])=[O:3].[H-].[Na+].[CH:22]1([CH2:28]Br)[CH2:27][CH2:26][CH2:25][CH2:24][CH2:23]1.C(=O)([O-])O.[Na+], predict the reaction product. The product is: [CH:22]1([CH2:28][N:11]2[C:8]3=[N:9][CH:10]=[C:5]([S:2]([CH3:1])(=[O:4])=[O:3])[CH:6]=[C:7]3[CH:13]=[C:12]2[C:14]2[N:19]=[CH:18][CH:17]=[CH:16][N:15]=2)[CH2:27][CH2:26][CH2:25][CH2:24][CH2:23]1. (3) The product is: [NH2:1][C:2]1[CH:7]=[CH:6][CH:5]=[CH:4][C:3]=1[NH:8][C:9]([C:11]1[N:19]([CH3:20])[C:14]2[CH2:15][N:16]([C:38]([O:39][C:40]3[CH:45]=[CH:44][C:43]([O:46][CH3:47])=[C:42]([O:48][CH3:49])[CH:41]=3)=[O:37])[CH2:17][CH2:18][C:13]=2[CH:12]=1)=[O:10]. Given the reactants [NH2:1][C:2]1[CH:7]=[CH:6][CH:5]=[CH:4][C:3]=1[NH:8][C:9]([C:11]1[N:19]([CH3:20])[C:14]2[CH2:15][NH:16][CH2:17][CH2:18][C:13]=2[CH:12]=1)=[O:10].CCN(CC)CC.[N+](C1C=CC([O:37][C:38](=O)[O:39][C:40]2[CH:45]=[CH:44][C:43]([O:46][CH3:47])=[C:42]([O:48][CH3:49])[CH:41]=2)=CC=1)([O-])=O, predict the reaction product.